From a dataset of Forward reaction prediction with 1.9M reactions from USPTO patents (1976-2016). Predict the product of the given reaction. (1) Given the reactants [OH:1][C:2]1[CH:3]=[C:4]([NH:45][S:46]([N:49]([CH3:51])[CH3:50])(=[O:48])=[O:47])[CH:5]=[C:6]([C:8]2[C:16]3[C:15]([NH:17][C@H:18]([C:20]4[N:25]([C:26]5[CH:31]=[CH:30][CH:29]=[CH:28][CH:27]=5)[C:24](=[O:32])[C:23]5=[C:33]([CH3:36])[CH:34]=[CH:35][N:22]5[N:21]=4)[CH3:19])=[N:14][CH:13]=[N:12][C:11]=3[N:10](COCC[Si](C)(C)C)[CH:9]=2)[CH:7]=1.FC(F)(F)C(O)=O.N, predict the reaction product. The product is: [OH:1][C:2]1[CH:3]=[C:4]([NH:45][S:46]([N:49]([CH3:51])[CH3:50])(=[O:48])=[O:47])[CH:5]=[C:6]([C:8]2[C:16]3[C:15]([NH:17][C@H:18]([C:20]4[N:25]([C:26]5[CH:27]=[CH:28][CH:29]=[CH:30][CH:31]=5)[C:24](=[O:32])[C:23]5=[C:33]([CH3:36])[CH:34]=[CH:35][N:22]5[N:21]=4)[CH3:19])=[N:14][CH:13]=[N:12][C:11]=3[NH:10][CH:9]=2)[CH:7]=1. (2) Given the reactants [CH2:1]([O:8][CH2:9][O:10][C@H:11]1[CH2:15][N:14]([C:16]([O:18][C:19]([CH3:22])([CH3:21])[CH3:20])=[O:17])[C@@H:13]([C:23](OC)=[O:24])[CH2:12]1)[C:2]1[CH:7]=[CH:6][CH:5]=[CH:4][CH:3]=1.[Cl-].[Li+].[BH4-].[Na+].O, predict the reaction product. The product is: [CH2:1]([O:8][CH2:9][O:10][C@H:11]1[CH2:15][N:14]([C:16]([O:18][C:19]([CH3:20])([CH3:21])[CH3:22])=[O:17])[C@@H:13]([CH2:23][OH:24])[CH2:12]1)[C:2]1[CH:7]=[CH:6][CH:5]=[CH:4][CH:3]=1. (3) Given the reactants [NH2:1][C:2]1[CH:6]=[CH:5][S:4][C:3]=1[C:7]([O:9]C)=[O:8].[O:11](C(OC(C)(C)C)=O)[C:12]([O:14][C:15]([CH3:18])([CH3:17])[CH3:16])=O, predict the reaction product. The product is: [C:15]([O:14][C:12]([NH:1][C:2]1[CH:6]=[CH:5][S:4][C:3]=1[C:7]([OH:9])=[O:8])=[O:11])([CH3:18])([CH3:17])[CH3:16].